From a dataset of Full USPTO retrosynthesis dataset with 1.9M reactions from patents (1976-2016). Predict the reactants needed to synthesize the given product. (1) Given the product [F:29][C:4]([F:3])([F:28])[O:5][C:6]1[CH:7]=[CH:8][C:9]([C:12]2[CH:13]=[C:14]([C:17]([NH:19][CH:20]([CH3:27])[CH2:21][C:22]([OH:24])=[O:23])=[O:18])[S:15][CH:16]=2)=[CH:10][CH:11]=1, predict the reactants needed to synthesize it. The reactants are: [OH-].[Li+].[F:3][C:4]([F:29])([F:28])[O:5][C:6]1[CH:11]=[CH:10][C:9]([C:12]2[CH:13]=[C:14]([C:17]([NH:19][CH:20]([CH3:27])[CH2:21][C:22]([O:24]CC)=[O:23])=[O:18])[S:15][CH:16]=2)=[CH:8][CH:7]=1. (2) Given the product [CH3:44][S:45]([O:28][CH2:27][CH2:26][CH2:25][NH:24][C:22](=[O:23])[C:21]1[CH:29]=[CH:30][C:18]([N:11]2[C:10](=[S:32])[N:9]([C:6]3[CH:7]=[N:8][C:3]([C:1]#[N:2])=[C:4]([C:33]([F:35])([F:34])[F:36])[CH:5]=3)[C:16](=[O:17])[C:12]32[CH2:13][CH2:14][CH2:15]3)=[CH:19][C:20]=1[F:31])(=[O:47])=[O:46], predict the reactants needed to synthesize it. The reactants are: [C:1]([C:3]1[N:8]=[CH:7][C:6]([N:9]2[C:16](=[O:17])[C:12]3([CH2:15][CH2:14][CH2:13]3)[N:11]([C:18]3[CH:30]=[CH:29][C:21]([C:22]([NH:24][CH2:25][CH2:26][CH2:27][OH:28])=[O:23])=[C:20]([F:31])[CH:19]=3)[C:10]2=[S:32])=[CH:5][C:4]=1[C:33]([F:36])([F:35])[F:34])#[N:2].C(N(CC)CC)C.[CH3:44][S:45](Cl)(=[O:47])=[O:46].CCOC(C)=O. (3) Given the product [CH3:28][O:27][P:26]([CH:1]([NH:23][C:21]1[S:22][C:18]2[CH:17]=[C:16]([O:15][CH3:14])[CH:25]=[CH:24][C:19]=2[N:20]=1)[C:3]1[CH:4]=[CH:5][C:6]([OH:13])=[C:7]([CH:12]=1)[C:8]([O:10][CH3:11])=[O:9])([O:29][CH3:30])=[O:31], predict the reactants needed to synthesize it. The reactants are: [CH:1]([C:3]1[CH:4]=[CH:5][C:6]([OH:13])=[C:7]([CH:12]=1)[C:8]([O:10][CH3:11])=[O:9])=O.[CH3:14][O:15][C:16]1[CH:25]=[CH:24][C:19]2[N:20]=[C:21]([NH2:23])[S:22][C:18]=2[CH:17]=1.[P:26]([O-:31])([O:29][CH3:30])[O:27][CH3:28].ClCCl.CCOC(C)=O. (4) Given the product [Cl:21][C:12]1[N:11]([CH3:15])[C:10]2[C:5]([N:4]([CH2:16][CH2:17][CH3:18])[CH2:1][CH2:2][CH3:3])=[N:6][CH:7]=[CH:8][C:9]=2[N:13]=1, predict the reactants needed to synthesize it. The reactants are: [CH2:1]([N:4]([CH2:16][CH2:17][CH3:18])[C:5]1[C:10]2[N:11]([CH3:15])[C:12](=O)[NH:13][C:9]=2[CH:8]=[CH:7][N:6]=1)[CH2:2][CH3:3].P(Cl)(Cl)([Cl:21])=O. (5) The reactants are: Cl[C:2]1[N:10]=[CH:9][C:8]([F:11])=[CH:7][C:3]=1[C:4]([OH:6])=[O:5].C(=O)([O-])[O-].[K+].[K+].[NH2:18][C:19]1[CH:20]=[C:21]([C:25]2[CH:30]=[CH:29][CH:28]=[CH:27][CH:26]=2)[CH:22]=[CH:23][CH:24]=1.Cl. Given the product [C:21]1([C:25]2[CH:26]=[CH:27][CH:28]=[CH:29][CH:30]=2)[CH:22]=[CH:23][CH:24]=[C:19]([NH:18][C:2]2[N:10]=[CH:9][C:8]([F:11])=[CH:7][C:3]=2[C:4]([OH:6])=[O:5])[CH:20]=1, predict the reactants needed to synthesize it.